Dataset: Reaction yield outcomes from USPTO patents with 853,638 reactions. Task: Predict the reaction yield, written as a fraction of the theoretical maximum amount of product (1.0 means a 100% yield; for example, 0.34 means a 34% yield). (1) The reactants are [CH3:1][O:2][C:3]1[CH:12]=[C:11]2[C:6]([CH2:7][C:8]([CH3:15])([CH3:14])[NH:9][CH:10]2[CH3:13])=[CH:5][C:4]=1[O:16][Si:17]([CH:24]([CH3:26])[CH3:25])([CH:21]([CH3:23])[CH3:22])[CH:18]([CH3:20])[CH3:19].[Cs].[CH3:28][O:29][C:30]1[CH:31]=[C:32]([CH:35]=[CH:36][CH:37]=1)[CH2:33]Br. The catalyst is CC(C)=O.O. The product is [CH3:1][O:2][C:3]1[CH:12]=[C:11]2[C:6]([CH2:7][C:8]([CH3:15])([CH3:14])[N:9]([CH2:33][C:32]3[CH:35]=[CH:36][CH:37]=[C:30]([O:29][CH3:28])[CH:31]=3)[CH:10]2[CH3:13])=[CH:5][C:4]=1[O:16][Si:17]([CH:24]([CH3:26])[CH3:25])([CH:21]([CH3:23])[CH3:22])[CH:18]([CH3:19])[CH3:20]. The yield is 0.350. (2) The reactants are [CH:1]([C@@H:4]1[NH:10][CH2:9][C:8]2[CH:11]=[CH:12][C:13]([C:15]([O:17][CH3:18])=[O:16])=[CH:14][C:7]=2[O:6][CH2:5]1)([CH3:3])[CH3:2].Br[C:20]1[CH:25]=[CH:24][N:23]=[CH:22][CH:21]=1.CC(OC1C=CC=C(OC(C)C)C=1C1C(P(C2CCCCC2)C2CCCCC2)=CC=CC=1)C.CC(C)([O-])C.[Na+]. The catalyst is C1(C)C=CC=CC=1.O.C1C=CC(/C=C/C(/C=C/C2C=CC=CC=2)=O)=CC=1.C1C=CC(/C=C/C(/C=C/C2C=CC=CC=2)=O)=CC=1.C1C=CC(/C=C/C(/C=C/C2C=CC=CC=2)=O)=CC=1.[Pd].[Pd]. The product is [CH:1]([C@@H:4]1[N:10]([C:20]2[CH:25]=[CH:24][N:23]=[CH:22][CH:21]=2)[CH2:9][C:8]2[CH:11]=[CH:12][C:13]([C:15]([O:17][CH3:18])=[O:16])=[CH:14][C:7]=2[O:6][CH2:5]1)([CH3:3])[CH3:2]. The yield is 0.0500. (3) The reactants are Br[C:2]1[N:6]2[N:7]=[C:8]([NH:11][CH2:12][CH2:13][CH2:14][CH3:15])[CH:9]=[CH:10][C:5]2=[N:4][CH:3]=1.[CH3:16][O:17][C:18]([C:20]1[CH:25]=[CH:24][C:23](B(O)O)=[CH:22][CH:21]=1)=[O:19].C(=O)([O-])[O-].[K+].[K+]. The catalyst is C1C=CC(P(C2C=CC=CC=2)[C-]2C=CC=C2)=CC=1.C1C=CC(P(C2C=CC=CC=2)[C-]2C=CC=C2)=CC=1.Cl[Pd]Cl.[Fe+2].C(#N)C.O. The product is [CH2:12]([NH:11][C:8]1[CH:9]=[CH:10][C:5]2[N:6]([C:2]([C:23]3[CH:24]=[CH:25][C:20]([C:18]([O:17][CH3:16])=[O:19])=[CH:21][CH:22]=3)=[CH:3][N:4]=2)[N:7]=1)[CH2:13][CH2:14][CH3:15]. The yield is 0.670. (4) The reactants are [C:1]1([C:7]2[C:16]3[C:11](=[CH:12][CH:13]=[CH:14][CH:15]=3)[N:10]=[C:9]([C:17]3[CH:22]=[CH:21][C:20]([OH:23])=[CH:19][CH:18]=3)[CH:8]=2)[CH:6]=[CH:5][CH:4]=[CH:3][CH:2]=1.C([O-])([O-])=O.[K+].[K+].Cl[CH2:31][C:32]([NH2:34])=[O:33]. The catalyst is CC(C)=O. The product is [C:1]1([C:7]2[C:16]3[C:11](=[CH:12][CH:13]=[CH:14][CH:15]=3)[N:10]=[C:9]([C:17]3[CH:18]=[CH:19][C:20]([O:23][CH2:31][C:32]([NH2:34])=[O:33])=[CH:21][CH:22]=3)[CH:8]=2)[CH:6]=[CH:5][CH:4]=[CH:3][CH:2]=1. The yield is 0.480.